Dataset: Peptide-MHC class II binding affinity with 134,281 pairs from IEDB. Task: Regression. Given a peptide amino acid sequence and an MHC pseudo amino acid sequence, predict their binding affinity value. This is MHC class II binding data. (1) The binding affinity (normalized) is 0. The peptide sequence is TANVPPADKYKTLEA. The MHC is DRB1_0301 with pseudo-sequence DRB1_0301. (2) The binding affinity (normalized) is 0.445. The MHC is DRB1_1602 with pseudo-sequence DRB1_1602. The peptide sequence is AAFSKLPASTIDELK. (3) The peptide sequence is VNKYLKVVFIPNYNV. The MHC is HLA-DQA10401-DQB10402 with pseudo-sequence HLA-DQA10401-DQB10402. The binding affinity (normalized) is 0.207. (4) The peptide sequence is LRYMGEDGCWYGMEI. The MHC is DRB1_0404 with pseudo-sequence DRB1_0404. The binding affinity (normalized) is 0.0706. (5) The binding affinity (normalized) is 0.791. The MHC is HLA-DQA10102-DQB10602 with pseudo-sequence HLA-DQA10102-DQB10602. The peptide sequence is AAATAGTTVYGAFSA. (6) The peptide sequence is EVDISVVVQDPKNVY. The MHC is DRB1_0701 with pseudo-sequence DRB1_0701. The binding affinity (normalized) is 0.332.